From a dataset of Reaction yield outcomes from USPTO patents with 853,638 reactions. Predict the reaction yield, written as a fraction of the theoretical maximum amount of product (1.0 means a 100% yield; for example, 0.34 means a 34% yield). (1) The reactants are [Cl:1][C:2]1[N:7]=[C:6]([C:8]([OH:10])=O)[CH:5]=[CH:4][CH:3]=1.C(N1C=CN=C1)(N1C=CN=C1)=O.[Mg+].[C:24]([O:30][CH2:31][CH3:32])(=[O:29])[CH2:25]C([O-])=O.O. The catalyst is O1CCCC1. The product is [Cl:1][C:2]1[N:7]=[C:6]([C:8](=[O:10])[CH2:25][C:24]([O:30][CH2:31][CH3:32])=[O:29])[CH:5]=[CH:4][CH:3]=1. The yield is 0.550. (2) The catalyst is C1COCC1. The product is [CH3:13][O:14][C:15]1[C:20]([N+:21]([O-:23])=[O:22])=[C:19]([O:24][CH3:25])[N:18]=[C:17]([N:26]2[CH2:27][CH2:28][NH:29][C:1]2=[O:2])[N:16]=1. The reactants are [C:1](N1C=CN=C1)(N1C=CN=C1)=[O:2].[CH3:13][O:14][C:15]1[C:20]([N+:21]([O-:23])=[O:22])=[C:19]([O:24][CH3:25])[N:18]=[C:17]([NH:26][CH2:27][CH2:28][NH2:29])[N:16]=1. The yield is 0.490. (3) The reactants are [CH3:1][O:2][C:3]([C:5]1[CH:6]=[N:7][C:8]([CH2:11][NH2:12])=[CH:9][CH:10]=1)=[O:4].Cl.C(N(CC)CC)C.[Cl:21][C:22]1[CH:27]=[CH:26][C:25]([S:28](Cl)(=[O:30])=[O:29])=[CH:24][CH:23]=1. The catalyst is C(Cl)Cl. The product is [Cl:21][C:22]1[CH:27]=[CH:26][C:25]([S:28]([NH:12][CH2:11][C:8]2[CH:9]=[CH:10][C:5]([C:3]([O:2][CH3:1])=[O:4])=[CH:6][N:7]=2)(=[O:30])=[O:29])=[CH:24][CH:23]=1. The yield is 0.450. (4) The reactants are Br[CH:2]1[C:7](=O)[CH2:6][CH2:5][CH:4]([C:9]([O:11][CH2:12][CH3:13])=[O:10])[CH2:3]1.[CH3:14][CH:15]([CH3:19])[C:16](=[S:18])[NH2:17]. The catalyst is CCO. The product is [CH:15]([C:16]1[S:18][C:2]2[CH2:3][CH:4]([C:9]([O:11][CH2:12][CH3:13])=[O:10])[CH2:5][CH2:6][C:7]=2[N:17]=1)([CH3:19])[CH3:14]. The yield is 0.680. (5) The reactants are C([O:3][C:4](=[O:31])[CH2:5][CH2:6][N:7]1[C:11]2[CH:12]=[CH:13][C:14]([C:16]([N:18]3[CH2:24][C:23]4([CH3:26])[CH2:25][CH:19]3[CH2:20][C:21]([CH3:28])([CH3:27])[CH2:22]4)=[O:17])=[CH:15][C:10]=2[N:9]=[C:8]1[CH2:29][CH3:30])C.[OH-].[Na+]. The catalyst is C(O)C. The product is [CH2:29]([C:8]1[N:7]([CH2:6][CH2:5][C:4]([OH:31])=[O:3])[C:11]2[CH:12]=[CH:13][C:14]([C:16]([N:18]3[CH2:24][C:23]4([CH3:26])[CH2:25][CH:19]3[CH2:20][C:21]([CH3:27])([CH3:28])[CH2:22]4)=[O:17])=[CH:15][C:10]=2[N:9]=1)[CH3:30]. The yield is 0.110. (6) The reactants are [NH2:1][C@H:2]([CH2:7][OH:8])[CH2:3][CH:4]([CH3:6])[CH3:5].CS(O)(=O)=O.P(O[CH:17]([C:18]1[CH:23]=[CH:22][CH:21]=[CH:20][CH:19]=1)[C:24]1[CH:29]=[CH:28][CH:27]=[CH:26][CH:25]=1)(O[CH:17]([C:18]1[CH:23]=[CH:22][CH:21]=[CH:20][CH:19]=1)[C:24]1[CH:29]=[CH:28][CH:27]=[CH:26][CH:25]=1)(O[CH:17]([C:24]1[CH:29]=[CH:28][CH:27]=[CH:26][CH:25]=1)[C:18]1[CH:23]=[CH:22][CH:21]=[CH:20][CH:19]=1)=O.C(=O)([O-])[O-].[Na+].[Na+]. The catalyst is C1(C)C=CC=CC=1. The product is [C:18]1([CH:17]([C:24]2[CH:25]=[CH:26][CH:27]=[CH:28][CH:29]=2)[O:8][CH2:7][C@@H:2]([NH2:1])[CH2:3][CH:4]([CH3:6])[CH3:5])[CH:23]=[CH:22][CH:21]=[CH:20][CH:19]=1. The yield is 0.440. (7) The reactants are [O:1]=[C:2]1[CH2:7][CH2:6][N:5]([C:8]([O:10][C:11]([CH3:14])([CH3:13])[CH3:12])=[O:9])[CH2:4][CH2:3]1.[Li+].C[Si]([N-][Si](C)(C)C)(C)C.[CH2:25]([O:27][C:28](=[O:34])[C:29](OCC)=[O:30])[CH3:26]. The catalyst is CCOCC. The product is [CH2:25]([O:27][C:28](=[O:34])/[C:29](=[C:7]1\[CH2:6][N:5]([C:8]([O:10][C:11]([CH3:14])([CH3:13])[CH3:12])=[O:9])[CH2:4][CH2:3][C:2]\1=[O:1])/[OH:30])[CH3:26]. The yield is 0.870. (8) The reactants are CC[C:3]([C:5]1[C:6]2([CH2:11][CH:12]=[CH:13][C:14]=1[CH3:15])[CH2:10][CH2:9][CH2:8][CH2:7]2)=[O:4].[Li+].CC([N-][CH:21]([CH3:23])[CH3:22])C.C(=[O:26])C. The catalyst is CCCCCC.CC(OC)(C)C. The product is [OH:26][CH:21]([CH3:22])[CH2:23][C:3]([C:5]1[C:6]2([CH2:11][CH:12]=[CH:13][C:14]=1[CH3:15])[CH2:10][CH2:9][CH2:8][CH2:7]2)=[O:4]. The yield is 0.680. (9) The reactants are [CH3:1][C@@H:2]([O:5][C:6]1[CH:12]=[CH:11][C:9]([NH2:10])=[CH:8][CH:7]=1)[CH2:3][CH3:4].[C:13](Cl)(Cl)=[O:14]. The catalyst is CCOC(C)=O. The product is [N:10]([C:9]1[CH:8]=[CH:7][C:6]([O:5][C@H:2]([CH3:1])[CH2:3][CH3:4])=[CH:12][CH:11]=1)=[C:13]=[O:14]. The yield is 0.990. (10) The reactants are BrC1C=CC(Br)=CC=1C1[O:10][C:11]([C:14]2[CH:19]=[CH:18][C:17]([O:20][CH2:21][CH2:22][CH2:23][CH2:24][CH2:25][CH2:26][CH2:27][CH3:28])=[CH:16][CH:15]=2)=[N:12][N:13]=1.[Cl:29][C:30]1[CH:31]=[C:32]([CH:36]=[C:37]([Cl:39])[CH:38]=1)[C:33](Cl)=[O:34]. No catalyst specified. The product is [Cl:29][C:30]1[CH:31]=[C:32]([CH:36]=[C:37]([Cl:39])[CH:38]=1)[C:33]([NH:13][NH:12][C:11](=[O:10])[C:14]1[CH:19]=[CH:18][C:17]([O:20][CH2:21][CH2:22][CH2:23][CH2:24][CH2:25][CH2:26][CH2:27][CH3:28])=[CH:16][CH:15]=1)=[O:34]. The yield is 0.600.